From a dataset of Forward reaction prediction with 1.9M reactions from USPTO patents (1976-2016). Predict the product of the given reaction. (1) Given the reactants [NH2:1][C:2]1[CH:3]=[CH:4][C:5]([CH:13]2[CH2:22][CH2:21][C:16]3(OCC[O:17]3)[CH2:15][CH2:14]2)=[C:6]2[C:10]=1[C:9](=[O:11])[N:8]([CH3:12])[CH2:7]2.Cl, predict the reaction product. The product is: [NH2:1][C:2]1[CH:3]=[CH:4][C:5]([CH:13]2[CH2:22][CH2:21][C:16](=[O:17])[CH2:15][CH2:14]2)=[C:6]2[C:10]=1[C:9](=[O:11])[N:8]([CH3:12])[CH2:7]2. (2) Given the reactants C[O:2][C:3]1[CH:11]=[CH:10][C:6]2[N:7]=[CH:8][NH:9][C:5]=2[CH:4]=1, predict the reaction product. The product is: [NH:7]1[C:6]2[CH:10]=[CH:11][C:3]([OH:2])=[CH:4][C:5]=2[N:9]=[CH:8]1. (3) Given the reactants O[C:2]1[C:3]2[N:11]=[CH:10][CH:9]=[C:8]([C:12]([NH2:14])=[O:13])[C:4]=2[N:5]=[CH:6][N:7]=1.Cl.[NH2:16][C@@H:17]([C:33]1[CH:38]=[C:37]([F:39])[C:36]([F:40])=[CH:35][C:34]=1[F:41])[CH2:18][N:19]([CH3:32])S(C1C=CC([N+]([O-])=O)=CC=1)(=O)=O, predict the reaction product. The product is: [CH3:32][NH:19][CH2:18][C@@H:17]([NH:16][C:2]1[C:3]2[N:11]=[CH:10][CH:9]=[C:8]([C:12]([NH2:14])=[O:13])[C:4]=2[N:5]=[CH:6][N:7]=1)[C:33]1[CH:38]=[C:37]([F:39])[C:36]([F:40])=[CH:35][C:34]=1[F:41]. (4) The product is: [O:28]=[C:23]1[C:22]2[NH:29][CH:30]=[C:31]([C:32]([OH:34])=[O:33])[C:21]=2[C:20]2[CH:19]=[C:18]([S:15](=[O:17])(=[O:16])[NH:7][C:8]3[CH:13]=[CH:12][CH:11]=[CH:10][CH:9]=3)[CH:27]=[CH:26][C:25]=2[NH:24]1. Given the reactants N1C=CC=CC=1.[NH2:7][C:8]1[CH:13]=[CH:12][CH:11]=[CH:10][CH:9]=1.Cl[S:15]([C:18]1[CH:27]=[CH:26][C:25]2[NH:24][C:23](=[O:28])[C:22]3[NH:29][CH:30]=[C:31]([C:32]([OH:34])=[O:33])[C:21]=3[C:20]=2[CH:19]=1)(=[O:17])=[O:16], predict the reaction product. (5) Given the reactants COC(=O)[C@H]([O:11][C:12]1[C:13](=[O:44])[N:14]([C:37]2[N:38]=[N:39][C:40]([CH3:43])=[CH:41][CH:42]=2)[C@H:15]([C:28]2[CH:29]=[N:30][C:31]([O:34][CH2:35][CH3:36])=[CH:32][CH:33]=2)[C:16]=1[C:17](=[O:27])[C:18]1[CH:23]=[CH:22][C:21]([CH:24]([CH3:26])[CH3:25])=[CH:20][CH:19]=1)C1C=CC=CC=1, predict the reaction product. The product is: [CH2:35]([O:34][C:31]1[N:30]=[CH:29][C:28]([C@H:15]2[N:14]([C:37]3[N:38]=[N:39][C:40]([CH3:43])=[CH:41][CH:42]=3)[C:13](=[O:44])[C:12]([OH:11])=[C:16]2[C:17](=[O:27])[C:18]2[CH:19]=[CH:20][C:21]([CH:24]([CH3:26])[CH3:25])=[CH:22][CH:23]=2)=[CH:33][CH:32]=1)[CH3:36]. (6) Given the reactants [Cl:1][C:2]1[CH:7]=[CH:6][C:5]([CH2:8][N:9]2[CH2:13][CH2:12][S:11][C:10]2=[NH:14])=[CH:4][N:3]=1.Cl[C:16]([O:18][CH3:19])=[O:17].C(=O)([O-])[O-].[K+].[K+], predict the reaction product. The product is: [Cl:1][C:2]1[CH:7]=[CH:6][C:5]([CH2:8][N:9]2[CH2:13][CH2:12][S:11][C:10]2=[N:14][C:16]([O:18][CH3:19])=[O:17])=[CH:4][N:3]=1.